From a dataset of Reaction yield outcomes from USPTO patents with 853,638 reactions. Predict the reaction yield, written as a fraction of the theoretical maximum amount of product (1.0 means a 100% yield; for example, 0.34 means a 34% yield). The reactants are I[C:2]1[CH:12]=[CH:11][C:5]([C:6]([O:8][CH2:9][CH3:10])=[O:7])=[CH:4][CH:3]=1.C([Mg]Cl)(C)C.[CH3:18][C:19]1([CH3:26])[CH2:22][CH:21]([C:23](Cl)=[O:24])[CH2:20]1. The catalyst is O1CCCC1.Cl.[Cu](I)I. The product is [CH3:18][C:19]1([CH3:26])[CH2:22][CH:21]([C:23]([C:2]2[CH:12]=[CH:11][C:5]([C:6]([O:8][CH2:9][CH3:10])=[O:7])=[CH:4][CH:3]=2)=[O:24])[CH2:20]1. The yield is 0.740.